From a dataset of Peptide-MHC class I binding affinity with 185,985 pairs from IEDB/IMGT. Regression. Given a peptide amino acid sequence and an MHC pseudo amino acid sequence, predict their binding affinity value. This is MHC class I binding data. The peptide sequence is HSNLNDATY. The binding affinity (normalized) is 0.0847. The MHC is HLA-B27:05 with pseudo-sequence HLA-B27:05.